From a dataset of Catalyst prediction with 721,799 reactions and 888 catalyst types from USPTO. Predict which catalyst facilitates the given reaction. (1) Reactant: [Br:1][C:2]1[CH:3]=[C:4]([C:11]([O:13][CH2:14][CH3:15])=[O:12])[C:5]2[CH:10]=[N:9][NH:8][C:6]=2[N:7]=1.C([O-])([O-])=O.[K+].[K+].Br[CH:23]([CH3:25])[CH3:24]. Product: [Br:1][C:2]1[CH:3]=[C:4]([C:11]([O:13][CH2:14][CH3:15])=[O:12])[C:5]2[CH:10]=[N:9][N:8]([CH:23]([CH3:25])[CH3:24])[C:6]=2[N:7]=1. The catalyst class is: 10. (2) Reactant: [H-].[Na+].[OH:3][C:4]1[C:21]([I:22])=[CH:20][C:7]2[CH2:8][CH2:9][N:10]([C:13]([O:15][C:16]([CH3:19])([CH3:18])[CH3:17])=[O:14])[CH2:11][CH2:12][C:6]=2[CH:5]=1.[CH2:23](Br)[C:24]1[CH:29]=[CH:28][CH:27]=[CH:26][CH:25]=1. Product: [I:22][C:21]1[C:4]([O:3][CH2:23][C:24]2[CH:29]=[CH:28][CH:27]=[CH:26][CH:25]=2)=[CH:5][C:6]2[CH2:12][CH2:11][N:10]([C:13]([O:15][C:16]([CH3:19])([CH3:17])[CH3:18])=[O:14])[CH2:9][CH2:8][C:7]=2[CH:20]=1. The catalyst class is: 255.